This data is from NCI-60 drug combinations with 297,098 pairs across 59 cell lines. The task is: Regression. Given two drug SMILES strings and cell line genomic features, predict the synergy score measuring deviation from expected non-interaction effect. (1) Drug 1: CC1=C(C(=CC=C1)Cl)NC(=O)C2=CN=C(S2)NC3=CC(=NC(=N3)C)N4CCN(CC4)CCO. Drug 2: C1C(C(OC1N2C=NC(=NC2=O)N)CO)O. Cell line: NCI-H522. Synergy scores: CSS=19.1, Synergy_ZIP=-3.70, Synergy_Bliss=2.35, Synergy_Loewe=6.28, Synergy_HSA=6.67. (2) Drug 1: C1=C(C(=O)NC(=O)N1)N(CCCl)CCCl. Drug 2: CC1=CC=C(C=C1)C2=CC(=NN2C3=CC=C(C=C3)S(=O)(=O)N)C(F)(F)F. Cell line: NCI-H460. Synergy scores: CSS=29.0, Synergy_ZIP=2.40, Synergy_Bliss=6.14, Synergy_Loewe=-4.37, Synergy_HSA=4.84. (3) Drug 1: CN1C2=C(C=C(C=C2)N(CCCl)CCCl)N=C1CCCC(=O)O.Cl. Drug 2: CS(=O)(=O)OCCCCOS(=O)(=O)C. Cell line: SR. Synergy scores: CSS=31.3, Synergy_ZIP=1.30, Synergy_Bliss=4.14, Synergy_Loewe=-12.2, Synergy_HSA=3.89.